From a dataset of Peptide-MHC class I binding affinity with 185,985 pairs from IEDB/IMGT. Regression. Given a peptide amino acid sequence and an MHC pseudo amino acid sequence, predict their binding affinity value. This is MHC class I binding data. (1) The peptide sequence is VLYCVHQHI. The MHC is HLA-A03:01 with pseudo-sequence HLA-A03:01. The binding affinity (normalized) is 0.0847. (2) The peptide sequence is TLQGPPGTGK. The MHC is HLA-A31:01 with pseudo-sequence HLA-A31:01. The binding affinity (normalized) is 0.252. (3) The peptide sequence is FIIDNFGSV. The MHC is HLA-B58:01 with pseudo-sequence HLA-B58:01. The binding affinity (normalized) is 0.0847. (4) The peptide sequence is SHRPVVLTG. The MHC is HLA-A24:02 with pseudo-sequence HLA-A24:02. The binding affinity (normalized) is 0. (5) The peptide sequence is KRLLLKLDF. The MHC is HLA-B57:01 with pseudo-sequence HLA-B57:01. The binding affinity (normalized) is 0.0847. (6) The peptide sequence is PTKCGENLY. The MHC is HLA-A24:03 with pseudo-sequence HLA-A24:03. The binding affinity (normalized) is 0.0847. (7) The peptide sequence is RLISMMGFK. The MHC is HLA-A33:01 with pseudo-sequence HLA-A33:01. The binding affinity (normalized) is 0. (8) The peptide sequence is DIKDTKEAL. The MHC is HLA-A26:03 with pseudo-sequence HLA-A26:03. The binding affinity (normalized) is 0.0847. (9) The peptide sequence is SQLVSTAWA. The MHC is HLA-A02:12 with pseudo-sequence HLA-A02:12. The binding affinity (normalized) is 0.0847.